From a dataset of Forward reaction prediction with 1.9M reactions from USPTO patents (1976-2016). Predict the product of the given reaction. (1) Given the reactants [NH2:1][C:2]1[CH:7]=[CH:6][C:5]([S:8][CH2:9][C:10]2[CH:15]=[CH:14][CH:13]=[CH:12][CH:11]=2)=[CH:4][C:3]=1/[CH:16]=[CH:17]/[C:18]([O:20][CH2:21][CH3:22])=[O:19].[Br:23][C:24]1[CH:29]=[C:28]([O:30][CH3:31])[C:27](I)=[CH:26][C:25]=1[Cl:33].C(=O)([O-])[O-].[Cs+].[Cs+].COC1CCCC1, predict the reaction product. The product is: [CH2:9]([S:8][C:5]1[CH:6]=[CH:7][C:2]([NH:1][C:27]2[CH:26]=[C:25]([Cl:33])[C:24]([Br:23])=[CH:29][C:28]=2[O:30][CH3:31])=[C:3](/[CH:16]=[CH:17]/[C:18]([O:20][CH2:21][CH3:22])=[O:19])[CH:4]=1)[C:10]1[CH:15]=[CH:14][CH:13]=[CH:12][CH:11]=1. (2) Given the reactants N1C=CC=C(CN)C=1.[CH3:9][N:10]1[CH:14]=[C:13]([CH2:15][NH2:16])[CH:12]=[N:11]1.FC1C=CC(CN2[C@@H](C)CN(C3SC(C(O)=O)=C(C)N=3)C2=O)=CC=1.[F:41][C:42]1[CH:64]=[CH:63][C:45]([CH2:46][N:47]2[CH2:51][C@H:50]([CH3:52])[N:49]([C:53]3[S:54][C:55]([C:59](O)=[O:60])=[C:56]([CH3:58])[N:57]=3)[C:48]2=[O:62])=[CH:44][CH:43]=1, predict the reaction product. The product is: [F:41][C:42]1[CH:64]=[CH:63][C:45]([CH2:46][N:47]2[CH2:51][C@H:50]([CH3:52])[N:49]([C:53]3[S:54][C:55]([C:59]([NH:16][CH2:15][C:13]4[CH:12]=[N:11][N:10]([CH3:9])[CH:14]=4)=[O:60])=[C:56]([CH3:58])[N:57]=3)[C:48]2=[O:62])=[CH:44][CH:43]=1. (3) Given the reactants [CH:1]([C:4]1[CH:5]=[CH:6][C:7]2[O:11][C:10]([S:12](Cl)(=[O:14])=[O:13])=[C:9]([CH3:16])[C:8]=2[CH:17]=1)([CH3:3])[CH3:2].[NH2:18][C:19]1[CH:20]=[C:21]([CH:25]=[CH:26][CH:27]=1)[C:22]([OH:24])=[O:23], predict the reaction product. The product is: [CH:1]([C:4]1[CH:5]=[CH:6][C:7]2[O:11][C:10]([S:12]([NH:18][C:19]3[CH:20]=[C:21]([CH:25]=[CH:26][CH:27]=3)[C:22]([OH:24])=[O:23])(=[O:14])=[O:13])=[C:9]([CH3:16])[C:8]=2[CH:17]=1)([CH3:3])[CH3:2]. (4) Given the reactants [CH3:1][N:2]1[CH:6]=[C:5]([CH3:7])[C:4]([C:8]([O:10]CC)=[O:9])=[N:3]1.[OH-].[Na+], predict the reaction product. The product is: [CH3:1][N:2]1[CH:6]=[C:5]([CH3:7])[C:4]([C:8]([OH:10])=[O:9])=[N:3]1. (5) Given the reactants [CH2:1]([O:8][C:9]1[C:10]2[N:11]([C:17]([C:21]([O:23][CH2:24][CH3:25])=[O:22])=[C:18]([CH3:20])[N:19]=2)[CH:12]=[C:13]([CH:15]=C)[CH:14]=1)[C:2]1[CH:7]=[CH:6][CH:5]=[CH:4][CH:3]=1.I([O-])(=O)(=O)=[O:27].[Na+].C(OCC)(=O)C, predict the reaction product. The product is: [CH2:1]([O:8][C:9]1[C:10]2[N:11]([C:17]([C:21]([O:23][CH2:24][CH3:25])=[O:22])=[C:18]([CH3:20])[N:19]=2)[CH:12]=[C:13]([CH:15]=[O:27])[CH:14]=1)[C:2]1[CH:3]=[CH:4][CH:5]=[CH:6][CH:7]=1. (6) Given the reactants [OH-].[Na+].[CH2:3]([O:7][C:8]1[CH:13]=[CH:12][C:11]([NH:14][C:15](=[O:37])[N:16]([C:18]2[CH:19]=[C:20]([C:24]3[CH:29]=[CH:28][C:27]([CH2:30][CH2:31][C:32]([O:34]CC)=[O:33])=[CH:26][CH:25]=3)[CH:21]=[CH:22][CH:23]=2)[CH3:17])=[CH:10][CH:9]=1)[CH2:4][CH2:5][CH3:6], predict the reaction product. The product is: [CH2:3]([O:7][C:8]1[CH:9]=[CH:10][C:11]([NH:14][C:15](=[O:37])[N:16]([C:18]2[CH:19]=[C:20]([C:24]3[CH:25]=[CH:26][C:27]([CH2:30][CH2:31][C:32]([OH:34])=[O:33])=[CH:28][CH:29]=3)[CH:21]=[CH:22][CH:23]=2)[CH3:17])=[CH:12][CH:13]=1)[CH2:4][CH2:5][CH3:6].